The task is: Predict the reactants needed to synthesize the given product.. This data is from Full USPTO retrosynthesis dataset with 1.9M reactions from patents (1976-2016). (1) Given the product [CH3:1][O:2][C:3](=[O:15])/[CH:4]=[CH:5]/[C:6]1[CH:11]=[CH:10][CH:9]=[C:8]([C:17]2[CH:18]=[N:19][CH:20]=[C:21]([N:23]3[CH2:29][CH2:28][CH2:27][N:26]([CH3:30])[CH2:25][CH2:24]3)[N:22]=2)[CH:7]=1, predict the reactants needed to synthesize it. The reactants are: [CH3:1][O:2][C:3](=[O:15])/[CH:4]=[CH:5]/[C:6]1[CH:7]=[C:8](B(O)O)[CH:9]=[CH:10][CH:11]=1.Cl[C:17]1[N:22]=[C:21]([N:23]2[CH2:29][CH2:28][CH2:27][N:26]([CH3:30])[CH2:25][CH2:24]2)[CH:20]=[N:19][CH:18]=1.C([O-])([O-])=O.[Na+].[Na+]. (2) Given the product [CH3:1][O:2][C:3]1[CH:4]=[C:5]([CH:33]=[CH:34][C:35]=1[O:36][CH3:37])[CH2:6][CH:7]1[C:16]2[C:11](=[CH:12][C:13]([O:18][CH3:19])=[C:14]([O:17][C:39]3[N:44]=[CH:43][C:42]([CH3:45])=[CH:41][N:40]=3)[CH:15]=2)[CH2:10][CH2:9][N:8]1[CH2:20][C:21]([NH:23][CH:24]1[C:32]2[C:27](=[CH:28][CH:29]=[CH:30][CH:31]=2)[CH2:26][CH2:25]1)=[O:22], predict the reactants needed to synthesize it. The reactants are: [CH3:1][O:2][C:3]1[CH:4]=[C:5]([CH:33]=[CH:34][C:35]=1[O:36][CH3:37])[CH2:6][CH:7]1[C:16]2[C:11](=[CH:12][C:13]([O:18][CH3:19])=[C:14]([OH:17])[CH:15]=2)[CH2:10][CH2:9][N:8]1[CH2:20][C:21]([NH:23][CH:24]1[C:32]2[C:27](=[CH:28][CH:29]=[CH:30][CH:31]=2)[CH2:26][CH2:25]1)=[O:22].Cl[C:39]1[N:44]=[CH:43][C:42]([CH3:45])=[CH:41][N:40]=1. (3) Given the product [CH2:1]([S:8][C:9]1[N:18]=[CH:17][C:16]2[CH2:15][CH2:14][CH2:13][C:12](=[O:19])[C:11]=2[N:10]=1)[C:2]1[CH:3]=[CH:4][CH:5]=[CH:6][CH:7]=1, predict the reactants needed to synthesize it. The reactants are: [CH2:1]([S:8][C:9]1[N:18]=[CH:17][C:16]2[CH2:15][CH2:14][CH:13]=[C:12]([O:19]CC)[C:11]=2[N:10]=1)[C:2]1[CH:7]=[CH:6][CH:5]=[CH:4][CH:3]=1. (4) Given the product [Br:1][C:2]1[N:3]=[CH:4][C:5]([NH:8][C:15](=[O:17])[CH3:16])=[N:6][CH:7]=1, predict the reactants needed to synthesize it. The reactants are: [Br:1][C:2]1[N:3]=[CH:4][C:5]([NH2:8])=[N:6][CH:7]=1.N1C=CC=CC=1.[C:15](Cl)(=[O:17])[CH3:16].